From a dataset of Catalyst prediction with 721,799 reactions and 888 catalyst types from USPTO. Predict which catalyst facilitates the given reaction. (1) Product: [N:56]([CH:6]1[N:7]([CH2:16][C:17]2[C:18]([O:27][CH3:28])=[CH:19][C:20]([O:25][CH3:26])=[CH:21][C:22]=2[O:23][CH3:24])[C:8](=[O:15])[C:9]2[CH:14]=[CH:13][CH:12]=[CH:11][C:10]=2[N:4]([CH2:3][C:2]([F:1])([F:30])[F:31])[C:5]1=[O:29])=[N+:57]=[N-:58]. The catalyst class is: 559. Reactant: [F:1][C:2]([F:31])([F:30])[CH2:3][N:4]1[C:10]2[CH:11]=[CH:12][CH:13]=[CH:14][C:9]=2[C:8](=[O:15])[N:7]([CH2:16][C:17]2[C:22]([O:23][CH3:24])=[CH:21][C:20]([O:25][CH3:26])=[CH:19][C:18]=2[O:27][CH3:28])[CH2:6][C:5]1=[O:29].CC(C)([O-])C.[K+].C(C1C=C(C(C)C)C=C(C(C)C)C=1S([N:56]=[N+:57]=[N-:58])(=O)=O)(C)C.C(=O)([O-])O.[Na+]. (2) Reactant: [CH3:1][O:2][C:3]1[CH:4]=[C:5]([C:11]2[CH:16]=[CH:15][C:14]([C:17]3[CH:22]=[CH:21][C:20]([O:23][CH3:24])=[C:19]([O:25][CH3:26])[C:18]=3[O:27][CH3:28])=[CH:13][N:12]=2)[CH:6]=[CH:7][C:8]=1[O:9][CH3:10].[Cl-].[NH+]1[CH:35]=[CH:34][CH:33]=[CH:32][CH:31]=1.BrC[CH2:38][CH2:39][CH2:40][CH2:41][CH2:42][CH2:43][CH2:44][CH2:45][CH2:46][CH2:47][CH3:48].C(=O)([O-])[O-].[K+].[K+]. Product: [CH2:1]([O:2][C:3]1[CH:4]=[C:5]([C:11]2[CH:16]=[CH:15][C:14]([C:17]3[CH:22]=[CH:21][C:20]([O:23][CH2:24][CH2:48][CH2:47][CH2:46][CH2:45][CH2:44][CH2:43][CH2:42][CH2:41][CH2:40][CH2:39][CH3:38])=[C:19]([O:25][CH2:26][CH2:13][CH2:14][CH2:15][CH2:16][CH2:11][CH2:5][CH2:4][CH2:3][CH2:8][CH2:7][CH3:6])[C:18]=3[O:27][CH2:28][CH2:48][CH2:47][CH2:46][CH2:45][CH2:44][CH2:43][CH2:42][CH2:41][CH2:40][CH2:39][CH3:38])=[CH:13][N:12]=2)[CH:6]=[CH:7][C:8]=1[O:9][CH2:10][CH2:48][CH2:47][CH2:46][CH2:45][CH2:44][CH2:43][CH2:42][CH2:41][CH2:40][CH2:39][CH3:38])[CH2:31][CH2:32][CH2:33][CH2:34][CH2:35][CH2:21][CH2:22][CH2:17][CH2:18][CH2:19][CH3:20]. The catalyst class is: 18. (3) Reactant: [OH:1][C:2]([CH3:34])([CH3:33])[CH2:3][C@@:4]1([C:27]2[CH:32]=[CH:31][CH:30]=[CH:29][CH:28]=2)[O:9][C:8](=[O:10])[N:7]([C@H:11]([C:13]2[CH:18]=[CH:17][C:16]([C:19]3[CH:26]=[CH:25][C:22]([C:23]#[N:24])=[CH:21][N:20]=3)=[CH:15][CH:14]=2)[CH3:12])[CH2:6][CH2:5]1.OO.C([O-])([O-])=[O:38].[K+].[K+]. Product: [OH:1][C:2]([CH3:33])([CH3:34])[CH2:3][C@@:4]1([C:27]2[CH:28]=[CH:29][CH:30]=[CH:31][CH:32]=2)[O:9][C:8](=[O:10])[N:7]([C@H:11]([C:13]2[CH:18]=[CH:17][C:16]([C:19]3[CH:26]=[CH:25][C:22]([C:23]([NH2:24])=[O:38])=[CH:21][N:20]=3)=[CH:15][CH:14]=2)[CH3:12])[CH2:6][CH2:5]1. The catalyst class is: 16. (4) Reactant: [F:1][C:2]1[CH:7]=[CH:6][C:5]([C:8]2[C:13]([C:14]([F:17])([F:16])[F:15])=[N:12][NH:11][C:10](=O)[CH:9]=2)=[CH:4][CH:3]=1.P(Cl)(Cl)([Cl:21])=O.C(=O)([O-])O.[Na+].ClCCl. Product: [Cl:21][C:10]1[N:11]=[N:12][C:13]([C:14]([F:17])([F:16])[F:15])=[C:8]([C:5]2[CH:6]=[CH:7][C:2]([F:1])=[CH:3][CH:4]=2)[CH:9]=1. The catalyst class is: 10. (5) Reactant: [F:1][C:2]1[CH:7]=[CH:6][C:5]([CH:8]2[N:12]([S:13]([C:16]3[CH:21]=[CH:20][C:19]([CH3:22])=[CH:18][CH:17]=3)(=[O:15])=[O:14])[CH:11]([CH2:23][CH2:24][CH2:25][C:26]([NH:28]O)=[NH:27])[CH2:10][CH2:9]2)=[CH:4][CH:3]=1.C(O)(=O)C. Product: [F:1][C:2]1[CH:7]=[CH:6][C:5]([CH:8]2[N:12]([S:13]([C:16]3[CH:21]=[CH:20][C:19]([CH3:22])=[CH:18][CH:17]=3)(=[O:14])=[O:15])[CH:11]([CH2:23][CH2:24][CH2:25][C:26]([NH2:28])=[NH:27])[CH2:10][CH2:9]2)=[CH:4][CH:3]=1. The catalyst class is: 14. (6) Reactant: [C:1]([OH:8])(=[O:7])[CH2:2][CH2:3][C:4]([OH:6])=[O:5].[C:9]([O:12][CH:13](Br)[CH2:14][CH3:15])(=[O:11])[CH3:10].C(N([CH:23]([CH3:25])[CH3:24])CC)(C)C. Product: [C:9]([O:12][CH:13]([O:5][C:4](=[O:6])[CH2:3][CH2:2][C:1]([O:8][CH:25]([O:6][C:4](=[O:5])[CH3:3])[CH2:23][CH3:24])=[O:7])[CH2:14][CH3:15])(=[O:11])[CH3:10]. The catalyst class is: 10. (7) Reactant: [NH2:1][C:2]1[C:11]([NH2:12])=[C:10]2[C:5]([C:6](=[O:23])[C:7]([C:16]3[CH:21]=[CH:20][C:19]([Cl:22])=[CH:18][CH:17]=3)=[C:8]([CH:13]([CH3:15])[CH3:14])[O:9]2)=[CH:4][CH:3]=1.[N:24]([O-])=O.[Na+]. Product: [Cl:22][C:19]1[CH:18]=[CH:17][C:16]([C:7]2[C:6](=[O:23])[C:5]3[C:10]([O:9][C:8]=2[CH:13]([CH3:14])[CH3:15])=[C:11]2[N:12]=[N:24][NH:1][C:2]2=[CH:3][CH:4]=3)=[CH:21][CH:20]=1. The catalyst class is: 15.